Dataset: Reaction yield outcomes from USPTO patents with 853,638 reactions. Task: Predict the reaction yield, written as a fraction of the theoretical maximum amount of product (1.0 means a 100% yield; for example, 0.34 means a 34% yield). The reactants are C1([C:4]2[C:13]3[C:8](=[CH:9][CH:10]=[CH:11][CH:12]=3)[C:7]([N:14]=[C:15]=S)=[CH:6][CH:5]=2)CC1.[C:17](=[O:20])([O-])[O-].[K+].[K+].[CH2:23](Br)[C:24]1[CH:29]=[CH:28][CH:27]=[CH:26][CH:25]=1.C(O[CH2:35][CH3:36])(=O)C. The catalyst is CC(C)=O. The product is [CH2:23]([N:14]([CH2:15][C:36]1[CH:35]=[CH:6][CH:5]=[CH:4][CH:13]=1)[C:7]1[C:8]2[C:13](=[CH:12][CH:11]=[C:10]([O:20][CH3:17])[CH:9]=2)[CH:4]=[CH:5][CH:6]=1)[C:24]1[CH:29]=[CH:28][CH:27]=[CH:26][CH:25]=1. The yield is 0.830.